Dataset: NCI-60 drug combinations with 297,098 pairs across 59 cell lines. Task: Regression. Given two drug SMILES strings and cell line genomic features, predict the synergy score measuring deviation from expected non-interaction effect. (1) Drug 1: CS(=O)(=O)C1=CC(=C(C=C1)C(=O)NC2=CC(=C(C=C2)Cl)C3=CC=CC=N3)Cl. Drug 2: B(C(CC(C)C)NC(=O)C(CC1=CC=CC=C1)NC(=O)C2=NC=CN=C2)(O)O. Cell line: DU-145. Synergy scores: CSS=12.3, Synergy_ZIP=-1.93, Synergy_Bliss=2.56, Synergy_Loewe=-0.126, Synergy_HSA=1.51. (2) Drug 1: CN(CC1=CN=C2C(=N1)C(=NC(=N2)N)N)C3=CC=C(C=C3)C(=O)NC(CCC(=O)O)C(=O)O. Drug 2: CC1CCCC2(C(O2)CC(NC(=O)CC(C(C(=O)C(C1O)C)(C)C)O)C(=CC3=CSC(=N3)C)C)C. Cell line: K-562. Synergy scores: CSS=89.4, Synergy_ZIP=-0.851, Synergy_Bliss=-1.68, Synergy_Loewe=-3.05, Synergy_HSA=0.0334. (3) Drug 1: C1CCC(C1)C(CC#N)N2C=C(C=N2)C3=C4C=CNC4=NC=N3. Drug 2: C1=C(C(=O)NC(=O)N1)N(CCCl)CCCl. Cell line: OVCAR3. Synergy scores: CSS=23.6, Synergy_ZIP=-3.10, Synergy_Bliss=3.79, Synergy_Loewe=-8.77, Synergy_HSA=0.325. (4) Drug 1: CCC1=CC2CC(C3=C(CN(C2)C1)C4=CC=CC=C4N3)(C5=C(C=C6C(=C5)C78CCN9C7C(C=CC9)(C(C(C8N6C)(C(=O)OC)O)OC(=O)C)CC)OC)C(=O)OC.C(C(C(=O)O)O)(C(=O)O)O. Drug 2: CC1=C(C(CCC1)(C)C)C=CC(=CC=CC(=CC(=O)O)C)C. Cell line: IGROV1. Synergy scores: CSS=44.9, Synergy_ZIP=1.25, Synergy_Bliss=5.65, Synergy_Loewe=1.93, Synergy_HSA=8.47. (5) Drug 1: C1=CC=C(C=C1)NC(=O)CCCCCCC(=O)NO. Drug 2: CC1=C(N=C(N=C1N)C(CC(=O)N)NCC(C(=O)N)N)C(=O)NC(C(C2=CN=CN2)OC3C(C(C(C(O3)CO)O)O)OC4C(C(C(C(O4)CO)O)OC(=O)N)O)C(=O)NC(C)C(C(C)C(=O)NC(C(C)O)C(=O)NCCC5=NC(=CS5)C6=NC(=CS6)C(=O)NCCC[S+](C)C)O. Cell line: CCRF-CEM. Synergy scores: CSS=46.8, Synergy_ZIP=-0.654, Synergy_Bliss=1.88, Synergy_Loewe=-11.0, Synergy_HSA=-0.692.